This data is from NCI-60 drug combinations with 297,098 pairs across 59 cell lines. The task is: Regression. Given two drug SMILES strings and cell line genomic features, predict the synergy score measuring deviation from expected non-interaction effect. (1) Drug 1: C1CN1C2=NC(=NC(=N2)N3CC3)N4CC4. Drug 2: CCC1(CC2CC(C3=C(CCN(C2)C1)C4=CC=CC=C4N3)(C5=C(C=C6C(=C5)C78CCN9C7C(C=CC9)(C(C(C8N6C)(C(=O)OC)O)OC(=O)C)CC)OC)C(=O)OC)O.OS(=O)(=O)O. Cell line: HT29. Synergy scores: CSS=41.6, Synergy_ZIP=-2.47, Synergy_Bliss=1.17, Synergy_Loewe=0.825, Synergy_HSA=1.01. (2) Drug 1: C1=NC2=C(N1)C(=S)N=C(N2)N. Drug 2: CN(CCCl)CCCl.Cl. Cell line: CCRF-CEM. Synergy scores: CSS=65.8, Synergy_ZIP=0.732, Synergy_Bliss=-0.674, Synergy_Loewe=-1.86, Synergy_HSA=1.37. (3) Drug 1: CC1=CC=C(C=C1)C2=CC(=NN2C3=CC=C(C=C3)S(=O)(=O)N)C(F)(F)F. Drug 2: CC(C)CN1C=NC2=C1C3=CC=CC=C3N=C2N. Cell line: SK-MEL-28. Synergy scores: CSS=-7.28, Synergy_ZIP=4.00, Synergy_Bliss=1.50, Synergy_Loewe=-4.21, Synergy_HSA=-4.80. (4) Cell line: A498. Drug 2: C1=CC(=CC=C1CCCC(=O)O)N(CCCl)CCCl. Drug 1: CCC1=CC2CC(C3=C(CN(C2)C1)C4=CC=CC=C4N3)(C5=C(C=C6C(=C5)C78CCN9C7C(C=CC9)(C(C(C8N6C)(C(=O)OC)O)OC(=O)C)CC)OC)C(=O)OC.C(C(C(=O)O)O)(C(=O)O)O. Synergy scores: CSS=30.0, Synergy_ZIP=-11.6, Synergy_Bliss=-3.15, Synergy_Loewe=-6.26, Synergy_HSA=0.469. (5) Drug 1: C1=NC(=NC(=O)N1C2C(C(C(O2)CO)O)O)N. Drug 2: C1CN1C2=NC(=NC(=N2)N3CC3)N4CC4. Cell line: NCI-H522. Synergy scores: CSS=38.8, Synergy_ZIP=-5.59, Synergy_Bliss=-2.53, Synergy_Loewe=-1.75, Synergy_HSA=0.561. (6) Drug 1: CC1=CC2C(CCC3(C2CCC3(C(=O)C)OC(=O)C)C)C4(C1=CC(=O)CC4)C. Drug 2: CCC1=C2CN3C(=CC4=C(C3=O)COC(=O)C4(CC)O)C2=NC5=C1C=C(C=C5)O. Cell line: NCI-H522. Synergy scores: CSS=31.7, Synergy_ZIP=2.25, Synergy_Bliss=-3.85, Synergy_Loewe=-41.6, Synergy_HSA=-3.61. (7) Drug 1: CC(C1=C(C=CC(=C1Cl)F)Cl)OC2=C(N=CC(=C2)C3=CN(N=C3)C4CCNCC4)N. Drug 2: CC1C(C(CC(O1)OC2CC(CC3=C2C(=C4C(=C3O)C(=O)C5=C(C4=O)C(=CC=C5)OC)O)(C(=O)CO)O)N)O.Cl. Cell line: OVCAR-8. Synergy scores: CSS=32.5, Synergy_ZIP=2.11, Synergy_Bliss=1.47, Synergy_Loewe=-10.8, Synergy_HSA=1.55. (8) Drug 1: CC1C(C(CC(O1)OC2CC(OC(C2O)C)OC3=CC4=CC5=C(C(=O)C(C(C5)C(C(=O)C(C(C)O)O)OC)OC6CC(C(C(O6)C)O)OC7CC(C(C(O7)C)O)OC8CC(C(C(O8)C)O)(C)O)C(=C4C(=C3C)O)O)O)O. Drug 2: C(CC(=O)O)C(=O)CN.Cl. Cell line: K-562. Synergy scores: CSS=31.7, Synergy_ZIP=0.573, Synergy_Bliss=-3.10, Synergy_Loewe=-56.5, Synergy_HSA=-3.34. (9) Drug 1: CCC(=C(C1=CC=CC=C1)C2=CC=C(C=C2)OCCN(C)C)C3=CC=CC=C3.C(C(=O)O)C(CC(=O)O)(C(=O)O)O. Drug 2: CC1=C(C(=O)C2=C(C1=O)N3CC4C(C3(C2COC(=O)N)OC)N4)N. Cell line: HOP-92. Synergy scores: CSS=9.35, Synergy_ZIP=-1.43, Synergy_Bliss=3.15, Synergy_Loewe=-5.46, Synergy_HSA=2.19. (10) Cell line: OVCAR-5. Drug 2: CC(C)NC(=O)C1=CC=C(C=C1)CNNC.Cl. Drug 1: CS(=O)(=O)CCNCC1=CC=C(O1)C2=CC3=C(C=C2)N=CN=C3NC4=CC(=C(C=C4)OCC5=CC(=CC=C5)F)Cl. Synergy scores: CSS=-3.25, Synergy_ZIP=4.24, Synergy_Bliss=6.80, Synergy_Loewe=-1.50, Synergy_HSA=-0.560.